This data is from Forward reaction prediction with 1.9M reactions from USPTO patents (1976-2016). The task is: Predict the product of the given reaction. (1) The product is: [Cl:23][C:18]1[CH:17]=[C:16]([N:4]2[C:3](=[O:24])[C:2]([N:25]3[CH2:30][CH2:29][O:28][CH2:27][CH2:26]3)=[C:6]([C:7]3[CH:12]=[CH:11][C:10]([O:13][CH3:14])=[CH:9][CH:8]=3)[C:5]2=[O:15])[CH:21]=[CH:20][C:19]=1[Cl:22]. Given the reactants Cl[C:2]1[C:3](=[O:24])[N:4]([C:16]2[CH:21]=[CH:20][C:19]([Cl:22])=[C:18]([Cl:23])[CH:17]=2)[C:5](=[O:15])[C:6]=1[C:7]1[CH:12]=[CH:11][C:10]([O:13][CH3:14])=[CH:9][CH:8]=1.[NH:25]1[CH2:30][CH2:29][O:28][CH2:27][CH2:26]1, predict the reaction product. (2) Given the reactants C[O:2][C:3]([C:5]1[C:6]([C:24]2[CH:29]=[C:28]([CH3:30])[C:27]([OH:31])=[C:26]([CH3:32])[CH:25]=2)=[C:7]([CH3:23])[N:8]2[CH:17]([CH3:18])[CH2:16][C:15]3[C:10](=[CH:11][C:12]([O:21][CH3:22])=[C:13]([O:19][CH3:20])[CH:14]=3)[C:9]=12)=O.O[NH:34][C:35](=[NH:42])[C:36]1[CH:41]=[CH:40][CH:39]=[CH:38][CH:37]=1, predict the reaction product. The product is: [CH3:20][O:19][C:13]1[CH:14]=[C:15]2[C:10](=[CH:11][C:12]=1[O:21][CH3:22])[C:9]1=[C:5]([C:3]3[O:2][N:42]=[C:35]([C:36]4[CH:41]=[CH:40][CH:39]=[CH:38][CH:37]=4)[N:34]=3)[C:6]([C:24]3[CH:25]=[C:26]([CH3:32])[C:27]([OH:31])=[C:28]([CH3:30])[CH:29]=3)=[C:7]([CH3:23])[N:8]1[CH:17]([CH3:18])[CH2:16]2. (3) Given the reactants [Li]CCCC.[Cl-].[CH3:7][O:8][CH2:9][P+](C1C=CC=CC=1)(C1C=CC=CC=1)C1C=CC=CC=1.[CH2:29]([O:36][C:37](=[O:54])[CH2:38][CH2:39][CH:40]1[C:45](=O)[CH2:44][CH2:43][N:42]([C:47]([O:49][C:50]([CH3:53])([CH3:52])[CH3:51])=[O:48])[CH2:41]1)[C:30]1[CH:35]=[CH:34][CH:33]=[CH:32][CH:31]=1, predict the reaction product. The product is: [C:50]([O:49][C:47]([N:42]1[CH2:43][CH2:44][C:45](=[CH:7][O:8][CH3:9])[CH:40]([CH2:39][CH2:38][C:37]([O:36][CH2:29][C:30]2[CH:35]=[CH:34][CH:33]=[CH:32][CH:31]=2)=[O:54])[CH2:41]1)=[O:48])([CH3:53])([CH3:52])[CH3:51]. (4) Given the reactants Cl[CH2:2][CH2:3][NH:4][C:5]([NH:7][CH:8]([CH:11]([CH3:13])[CH3:12])[C:9]#[CH:10])=[O:6].C(=O)([O-])[O-].[Na+].[Na+], predict the reaction product. The product is: [NH3:4].[CH3:12][CH:11]([CH3:13])[CH:8]([NH:7][C:5]1[O:6][CH2:2][CH2:3][N:4]=1)[C:9]#[CH:10]. (5) Given the reactants C[Si](C)(C)[N-][Si](C)(C)C.[Li+].[F:11][CH:12]([C:25]1[CH:29]=[C:28]([CH3:30])[N:27]([CH:31]2[CH2:36][CH2:35][CH2:34][CH2:33][O:32]2)[N:26]=1)S(C1SC2C=CC=CC=2N=1)(=O)=O.[F:37][C:38]1[CH:39]=[C:40]([CH:43]=[CH:44][C:45]=1[O:46][C:47]([F:50])([F:49])[F:48])[CH:41]=O.[Cl-].[NH4+], predict the reaction product. The product is: [F:11]/[C:12](/[C:25]1[CH:29]=[C:28]([CH3:30])[N:27]([CH:31]2[CH2:36][CH2:35][CH2:34][CH2:33][O:32]2)[N:26]=1)=[CH:41]\[C:40]1[CH:43]=[CH:44][C:45]([O:46][C:47]([F:48])([F:49])[F:50])=[C:38]([F:37])[CH:39]=1. (6) Given the reactants C([O:8][N:9]([CH2:12][C@@H:13]([CH2:17][CH2:18][CH2:19][CH3:20])[C:14](O)=[O:15])[CH:10]=[O:11])C1C=CC=CC=1.[CH2:21]([S:23]([C:26]1[CH:27]=[CH:28][C:29]2[O:33][C:32]([C@@H:34]3[CH2:38][CH2:37][CH2:36][NH:35]3)=[N:31][C:30]=2[CH:39]=1)(=[O:25])=[O:24])[CH3:22], predict the reaction product. The product is: [CH2:21]([S:23]([C:26]1[CH:27]=[CH:28][C:29]2[O:33][C:32]([C@@H:34]3[CH2:38][CH2:37][CH2:36][N:35]3[C:14]([C@H:13]([CH2:17][CH2:18][CH2:19][CH3:20])[CH2:12][N:9]([OH:8])[CH:10]=[O:11])=[O:15])=[N:31][C:30]=2[CH:39]=1)(=[O:24])=[O:25])[CH3:22].